From a dataset of TCR-epitope binding with 47,182 pairs between 192 epitopes and 23,139 TCRs. Binary Classification. Given a T-cell receptor sequence (or CDR3 region) and an epitope sequence, predict whether binding occurs between them. (1) The epitope is GILGFVFTL. The TCR CDR3 sequence is CASSVRSATEAFF. Result: 1 (the TCR binds to the epitope). (2) The epitope is CLGGLLTMV. The TCR CDR3 sequence is CATSGTEGTDTQYF. Result: 0 (the TCR does not bind to the epitope). (3) Result: 0 (the TCR does not bind to the epitope). The epitope is YLNTLTLAV. The TCR CDR3 sequence is CASSVELALREQYF. (4) The epitope is PROT_97E67BCC. The TCR CDR3 sequence is CASRQGARGGNQPQHF. Result: 1 (the TCR binds to the epitope). (5) The epitope is GILGFVFTL. The TCR CDR3 sequence is CASSIRSSSEQFF. Result: 1 (the TCR binds to the epitope). (6) The epitope is DPFRLLQNSQVFS. The TCR CDR3 sequence is CASSFHGGPLYNEQFF. Result: 0 (the TCR does not bind to the epitope). (7) The epitope is LSDDAVVCFNSTY. Result: 0 (the TCR does not bind to the epitope). The TCR CDR3 sequence is CASSLIGQLWEEDTQYF. (8) The epitope is FVDGVPFVV. The TCR CDR3 sequence is CASRPSEGGSLHF. Result: 1 (the TCR binds to the epitope). (9) The TCR CDR3 sequence is CASSTLDRATTGELFF. Result: 0 (the TCR does not bind to the epitope). The epitope is KEIDRLNEV. (10) The TCR CDR3 sequence is CASSPGLNPEGYTF. Result: 0 (the TCR does not bind to the epitope). The epitope is LPPAYTNSF.